Dataset: Forward reaction prediction with 1.9M reactions from USPTO patents (1976-2016). Task: Predict the product of the given reaction. (1) Given the reactants C([C@:8]([CH2:39][NH2:40])([CH2:31][C:32]1[CH:37]=[CH:36][C:35]([Cl:38])=[CH:34][CH:33]=1)[C:9]([N:11]1[CH2:16][CH2:15][N:14]([C:17]2[C:18]3[C:25]([C:26]4[S:27][CH:28]=[CH:29][CH:30]=4)=[CH:24][NH:23][C:19]=3[N:20]=[CH:21][N:22]=2)[CH2:13][CH2:12]1)=[O:10])(OC(C)(C)C)=O.[ClH:41].O1CCOCC1, predict the reaction product. The product is: [ClH:38].[ClH:41].[NH2:40][CH2:39][C@H:8]([CH2:31][C:32]1[CH:33]=[CH:34][C:35]([Cl:38])=[CH:36][CH:37]=1)[C:9]([N:11]1[CH2:16][CH2:15][N:14]([C:17]2[C:18]3[C:25]([C:26]4[S:27][CH:28]=[CH:29][CH:30]=4)=[CH:24][NH:23][C:19]=3[N:20]=[CH:21][N:22]=2)[CH2:13][CH2:12]1)=[O:10]. (2) Given the reactants [CH3:1][O:2][CH2:3][CH2:4][O:5][C:6]1[CH:11]=[CH:10][CH:9]=[CH:8][C:7]=1[O:12][CH2:13][CH2:14][O:15][CH3:16].[Br:17]N1C(=O)CCC1=O, predict the reaction product. The product is: [Br:17][C:10]1[CH:9]=[CH:8][C:7]([O:12][CH2:13][CH2:14][O:15][CH3:16])=[C:6]([O:5][CH2:4][CH2:3][O:2][CH3:1])[CH:11]=1. (3) Given the reactants [Al+3].[Cl-].[Cl-].[Cl-].BrC1C=C2C(=CC=1)C(=O)OC2=O.[C:17]1([O:23][CH3:24])[CH:22]=[CH:21][CH:20]=[CH:19][CH:18]=1.BrC1C=CC(C(O)=O)=C(C(=O)C2C=CC(OC)=CC=2)C=1.BrC1C=CC(C(=O)C2C=CC(OC)=CC=2)=C(C=1)C(O)=O.O.NN.BrC1C=C2C(=CC=1)C(=O)N[N:73]=C2C1C=CC(OC)=CC=1.[Br:88][C:89]1[CH:98]=[C:97]2[C:92]([C:93](C3C=CC(OC)=CC=3)=[N:94][NH:95][C:96]2=[O:99])=[CH:91][CH:90]=1.C1(P(NO)(C2C=CC=CC=2)=O)C=CC=CC=1, predict the reaction product. The product is: [NH2:73][N:95]1[N:94]=[C:93]([C:20]2[CH:21]=[CH:22][C:17]([O:23][CH3:24])=[CH:18][CH:19]=2)[C:92]2[C:97](=[CH:98][C:89]([Br:88])=[CH:90][CH:91]=2)[C:96]1=[O:99]. (4) Given the reactants C[O-].[Na+].C[C:5]1[NH:6][C:7]([C:10]2[CH:15]=[CH:14][N:13]=[C:12]([NH:16][C:17]3[CH:22]=[CH:21][C:20](S(=O)(=O)N)=[CH:19][CH:18]=3)[N:11]=2)=[CH:8][N:9]=1.[C:27](=O)(O)O.C1(NC(N)=N)C=CC=CC=1, predict the reaction product. The product is: [NH:16]([C:12]1[N:11]=[C:10]([C:7]2[N:6]([CH3:27])[CH:5]=[N:9][CH:8]=2)[CH:15]=[CH:14][N:13]=1)[C:17]1[CH:22]=[CH:21][CH:20]=[CH:19][CH:18]=1. (5) Given the reactants [NH2:1][C@H:2]([C:23]1[CH:28]=[CH:27][CH:26]=[CH:25][CH:24]=1)[CH2:3][CH2:4][N:5]1[CH2:10][CH2:9][CH:8]([C:11]2[CH:12]=[C:13]([NH:17][C:18](=[O:22])[CH:19]([CH3:21])[CH3:20])[CH:14]=[CH:15][CH:16]=2)[CH2:7][CH2:6]1.[Cl:29][C:30]1[CH:35]=[CH:34][C:33]([N:36]2[CH:40]=[C:39]([C:41](Cl)=[O:42])[C:38]([CH2:44][CH2:45][CH3:46])=[N:37]2)=[CH:32][CH:31]=1, predict the reaction product. The product is: [Cl:29][C:30]1[CH:31]=[CH:32][C:33]([N:36]2[CH:40]=[C:39]([C:41]([NH:1][C@H:2]([C:23]3[CH:24]=[CH:25][CH:26]=[CH:27][CH:28]=3)[CH2:3][CH2:4][N:5]3[CH2:10][CH2:9][CH:8]([C:11]4[CH:16]=[CH:15][CH:14]=[C:13]([NH:17][C:18](=[O:22])[CH:19]([CH3:21])[CH3:20])[CH:12]=4)[CH2:7][CH2:6]3)=[O:42])[C:38]([CH2:44][CH2:45][CH3:46])=[N:37]2)=[CH:34][CH:35]=1. (6) Given the reactants O.Cl[C:3]1[CH:4]=[C:5]([O:9][CH3:10])[CH:6]=[CH:7][CH:8]=1.[C:11]1(B(O)O)[CH:16]=[CH:15][CH:14]=[CH:13][CH:12]=1.[F-].[Cs+], predict the reaction product. The product is: [C:11]1([C:3]2[CH:4]=[C:5]([O:9][CH3:10])[CH:6]=[CH:7][CH:8]=2)[CH:16]=[CH:15][CH:14]=[CH:13][CH:12]=1. (7) Given the reactants [Cl:1][C:2]1[CH:10]=[C:6]([C:7]([OH:9])=O)[C:5]([OH:11])=[CH:4][CH:3]=1.[Cl:12][C:13]1[CH:19]=[CH:18][C:16]([NH2:17])=[C:15]([C:20]([F:23])([F:22])[F:21])[CH:14]=1, predict the reaction product. The product is: [Cl:12][C:13]1[CH:19]=[CH:18][C:16]([NH:17][C:7](=[O:9])[C:6]2[CH:10]=[C:2]([Cl:1])[CH:3]=[CH:4][C:5]=2[OH:11])=[C:15]([C:20]([F:21])([F:22])[F:23])[CH:14]=1.